This data is from Forward reaction prediction with 1.9M reactions from USPTO patents (1976-2016). The task is: Predict the product of the given reaction. Given the reactants [N:1]1[CH:6]=[CH:5][CH:4]=[C:3]([C:7]2[N:15]3[C:10]([CH2:11][CH2:12][CH2:13][CH2:14]3)=[C:9]([C:16]#[N:17])[CH:8]=2)[CH:2]=1.[OH:18]O.[OH-].[Na+], predict the reaction product. The product is: [N:1]1[CH:6]=[CH:5][CH:4]=[C:3]([C:7]2[N:15]3[C:10]([CH2:11][CH2:12][CH2:13][CH2:14]3)=[C:9]([C:16]([NH2:17])=[O:18])[CH:8]=2)[CH:2]=1.